This data is from Full USPTO retrosynthesis dataset with 1.9M reactions from patents (1976-2016). The task is: Predict the reactants needed to synthesize the given product. (1) Given the product [C:21]([O:20][C:19](=[O:25])[NH:18][CH:15]1[CH2:14][CH2:13][CH:12]([CH2:11][NH:10][C:3]2[C:2]([Cl:1])=[CH:7][N:6]=[C:5]([Cl:8])[N:4]=2)[CH2:17][CH2:16]1)([CH3:24])([CH3:22])[CH3:23], predict the reactants needed to synthesize it. The reactants are: [Cl:1][C:2]1[C:3](Cl)=[N:4][C:5]([Cl:8])=[N:6][CH:7]=1.[NH2:10][CH2:11][C@H:12]1[CH2:17][CH2:16][C@H:15]([NH:18][C:19](=[O:25])[O:20][C:21]([CH3:24])([CH3:23])[CH3:22])[CH2:14][CH2:13]1.CCN(C(C)C)C(C)C. (2) Given the product [CH2:56]([C:53]1[N:52]([CH2:60][C:61]2[CH:62]=[CH:63][C:64]([C:67]3[C:68]([C:73]([OH:75])=[O:74])=[CH:69][CH:70]=[CH:71][CH:72]=3)=[CH:65][CH:66]=2)[C:51](=[O:76])[C:50]([CH2:49][NH:48][C:7](=[O:8])[CH:6]([CH2:5][SH:4])[CH2:10][CH:11]([CH3:13])[CH3:12])=[CH:55][CH:54]=1)[CH2:57][CH2:58][CH3:59], predict the reactants needed to synthesize it. The reactants are: C([S:4][CH2:5][CH:6]([CH2:10][CH:11]([CH3:13])[CH3:12])[C:7](O)=[O:8])(=O)C.CN(C(ON1N=NC2C=CC=NC1=2)=[N+](C)C)C.F[P-](F)(F)(F)(F)F.CCN(C(C)C)C(C)C.Cl.[NH2:48][CH2:49][C:50]1[C:51](=[O:76])[N:52]([CH2:60][C:61]2[CH:66]=[CH:65][C:64]([C:67]3[C:68]([C:73]([OH:75])=[O:74])=[CH:69][CH:70]=[CH:71][CH:72]=3)=[CH:63][CH:62]=2)[C:53]([CH2:56][CH2:57][CH2:58][CH3:59])=[CH:54][CH:55]=1. (3) Given the product [Br:1][C:2]1[CH:3]=[C:4]([C:21]([NH:34][C:31]2[CH:30]=[CH:29][C:28]([C:27]([O:26][CH2:24][CH3:25])=[O:35])=[CH:33][CH:32]=2)=[O:23])[CH:5]=[C:6]2[C:11]=1[O:10][C:9]([CH3:12])([CH3:13])[CH:8]=[C:7]2[C:14]1[CH:19]=[CH:18][C:17]([CH3:20])=[CH:16][CH:15]=1, predict the reactants needed to synthesize it. The reactants are: [Br:1][C:2]1[CH:3]=[C:4]([C:21]([OH:23])=O)[CH:5]=[C:6]2[C:11]=1[O:10][C:9]([CH3:13])([CH3:12])[CH:8]=[C:7]2[C:14]1[CH:19]=[CH:18][C:17]([CH3:20])=[CH:16][CH:15]=1.[CH2:24]([O:26][C:27](=[O:35])[C:28]1[CH:33]=[CH:32][C:31]([NH2:34])=[CH:30][CH:29]=1)[CH3:25].C(N=C=NCCCN(C)C)C.